Dataset: Full USPTO retrosynthesis dataset with 1.9M reactions from patents (1976-2016). Task: Predict the reactants needed to synthesize the given product. Given the product [CH2:17]([O:13][C:12](=[O:14])[CH2:11][C:8]1[C:9]2[CH:10]=[C:2]([CH3:1])[NH:3][C:4]=2[CH:5]=[CH:6][CH:7]=1)[CH:16]=[CH2:15], predict the reactants needed to synthesize it. The reactants are: [CH3:1][C:2]1[NH:3][C:4]2[CH:5]=[CH:6][CH:7]=[C:8]([CH2:11][C:12]([OH:14])=[O:13])[C:9]=2[CH:10]=1.[CH2:15](Br)[CH:16]=[CH2:17].C(=O)([O-])[O-].[K+].[K+].Cl.C(OCC)(=O)C.